Dataset: Forward reaction prediction with 1.9M reactions from USPTO patents (1976-2016). Task: Predict the product of the given reaction. (1) Given the reactants CO[C:3]([C:5]1[N:6]([CH3:20])[C:7]([C:10]2[S:18][C:17]3[C:12](=[N:13][CH:14]=[CH:15][C:16]=3[Cl:19])[CH:11]=2)=[CH:8][N:9]=1)=[O:4].[CH2:21]1[N:26]([CH2:27][CH2:28][NH2:29])[CH2:25][CH2:24][O:23][CH2:22]1, predict the reaction product. The product is: [N:26]1([CH2:27][CH2:28][NH:29][C:3]([C:5]2[N:6]([CH3:20])[C:7]([C:10]3[S:18][C:17]4[C:12](=[N:13][CH:14]=[CH:15][C:16]=4[Cl:19])[CH:11]=3)=[CH:8][N:9]=2)=[O:4])[CH2:21][CH2:22][O:23][CH2:24][CH2:25]1. (2) Given the reactants CCOC(C)=O.CO.[N:9]1([CH:14]2[CH2:19][CH2:18][NH:17][CH2:16][CH2:15]2)[CH2:13][CH2:12][CH2:11][CH2:10]1.[CH3:20][O:21][C:22]1[CH:27]=[CH:26][C:25]([S:28](Cl)(=[O:30])=[O:29])=[CH:24][CH:23]=1, predict the reaction product. The product is: [CH3:20][O:21][C:22]1[CH:23]=[CH:24][C:25]([S:28]([N:17]2[CH2:18][CH2:19][CH:14]([N:9]3[CH2:13][CH2:12][CH2:11][CH2:10]3)[CH2:15][CH2:16]2)(=[O:30])=[O:29])=[CH:26][CH:27]=1. (3) Given the reactants [C:1]([OH:5])([CH3:4])([CH3:3])[CH3:2].Cl[S:7]([N:10]=[C:11]=[O:12])(=[O:9])=[O:8].[NH2:13][CH2:14][CH:15]([NH:26][C:27](=[O:33])[O:28][C:29]([CH3:32])([CH3:31])[CH3:30])[C:16]1[CH:21]=[CH:20][CH:19]=[C:18]([C:22]([F:25])([F:24])[F:23])[CH:17]=1.C(N(CC)C(C)C)(C)C, predict the reaction product. The product is: [C:29]([O:28][C:27]([NH:26][CH:15]([C:16]1[CH:21]=[CH:20][CH:19]=[C:18]([C:22]([F:25])([F:24])[F:23])[CH:17]=1)[CH2:14][NH:13][S:7]([NH:10][C:11](=[O:12])[O:5][C:1]([CH3:4])([CH3:3])[CH3:2])(=[O:9])=[O:8])=[O:33])([CH3:30])([CH3:32])[CH3:31]. (4) Given the reactants [P:1]([Br:4])(Br)[Br:2].[N:5]1([C:10]2[CH:15]=[CH:14][N:13]=[CH:12][CH:11]=2)[CH2:9][CH2:8][CH2:7][CH2:6]1, predict the reaction product. The product is: [Br:2][P:1]([Br:4])[C:15]1[CH:14]=[N:13][CH:12]=[CH:11][C:10]=1[N:5]1[CH2:9][CH2:8][CH2:7][CH2:6]1. (5) The product is: [O:11]1[CH2:12][C@@H:10]1[CH2:9][NH:5][S:2]([CH3:1])(=[O:4])=[O:3]. Given the reactants [CH3:1][S:2]([NH2:5])(=[O:4])=[O:3].[OH-].[Na+].Cl[CH2:9][C@@H:10]1[CH2:12][O:11]1.Cl, predict the reaction product. (6) Given the reactants Cl.Cl.[CH2:3]([O:10][C:11]1[CH:25]=[CH:24][C:14]([O:15][CH2:16][CH2:17][CH2:18][CH2:19][CH2:20][CH2:21][CH2:22][NH2:23])=[CH:13][C:12]=1[C@@H:26]([C:36]1[CH:41]=[CH:40][CH:39]=[CH:38][CH:37]=1)[CH2:27][CH2:28][N:29]([CH:33]([CH3:35])[CH3:34])[CH:30]([CH3:32])[CH3:31])[C:4]1[CH:9]=[CH:8][CH:7]=[CH:6][CH:5]=1.[CH2:42]([O:49][C:50]1[CH:55]=[CH:54][C:53]([C@@H:56]([O:59][Si:60]([C:63]([CH3:66])([CH3:65])[CH3:64])([CH3:62])[CH3:61])[CH2:57]Br)=[CH:52][C:51]=1[NH:67][S:68]([CH3:71])(=[O:70])=[O:69])[C:43]1[CH:48]=[CH:47][CH:46]=[CH:45][CH:44]=1.C(=O)([O-])O.[Na+].[I-].[K+], predict the reaction product. The product is: [NH3:23].[CH2:42]([O:49][C:50]1[CH:55]=[CH:54][C:53]([C@@H:56]([O:59][Si:60]([C:63]([CH3:64])([CH3:66])[CH3:65])([CH3:62])[CH3:61])[CH2:57][NH:23][CH2:22][CH2:21][CH2:20][CH2:19][CH2:18][CH2:17][CH2:16][O:15][C:14]2[CH:24]=[CH:25][C:11]([O:10][CH2:3][C:4]3[CH:5]=[CH:6][CH:7]=[CH:8][CH:9]=3)=[C:12]([C@@H:26]([C:36]3[CH:37]=[CH:38][CH:39]=[CH:40][CH:41]=3)[CH2:27][CH2:28][N:29]([CH:33]([CH3:34])[CH3:35])[CH:30]([CH3:32])[CH3:31])[CH:13]=2)=[CH:52][C:51]=1[NH:67][S:68]([CH3:71])(=[O:69])=[O:70])[C:43]1[CH:48]=[CH:47][CH:46]=[CH:45][CH:44]=1. (7) Given the reactants [CH2:1]([O:3][C:4](=[O:9])[CH2:5][C:6](=[NH:8])[NH2:7])[CH3:2].C(N(CC)CC)C.Br[CH:18]([CH3:22])[C:19](=O)[CH3:20], predict the reaction product. The product is: [CH2:1]([O:3][C:4]([C:5]1[C:19]([CH3:20])=[C:18]([CH3:22])[NH:8][C:6]=1[NH2:7])=[O:9])[CH3:2]. (8) The product is: [F:20][CH:21]([F:29])[O:1][CH2:2][C:3]([O:5][CH2:6][C:7]1[CH:12]=[CH:11][CH:10]=[CH:9][CH:8]=1)=[O:4]. Given the reactants [OH:1][CH2:2][C:3]([O:5][CH2:6][C:7]1[CH:12]=[CH:11][CH:10]=[CH:9][CH:8]=1)=[O:4].S([O-])([O-])(=O)=O.[Na+].[Na+].[F:20][C:21]([F:29])(S(F)(=O)=O)C(O)=O.C(=O)([O-])[O-].[Na+].[Na+], predict the reaction product.